This data is from Forward reaction prediction with 1.9M reactions from USPTO patents (1976-2016). The task is: Predict the product of the given reaction. (1) The product is: [F:1][C:2]1[CH:7]=[CH:6][C:5]([C:15]([C:14]2[CH:13]=[N:12][C:11]([F:10])=[CH:19][CH:18]=2)=[O:16])=[CH:4][CH:3]=1. Given the reactants [F:1][C:2]1[CH:7]=[CH:6][C:5]([Mg]Cl)=[CH:4][CH:3]=1.[F:10][C:11]1[CH:19]=[CH:18][C:14]([C:15](Cl)=[O:16])=[CH:13][N:12]=1.O, predict the reaction product. (2) Given the reactants C(OC(=O)[NH:10][C:11]1([CH3:25])[CH2:16][CH2:15][N:14]([C:17]2[CH:22]=[CH:21][C:20]([C:23]#[N:24])=[CH:19][N:18]=2)[CH2:13][CH2:12]1)C1C=CC=CC=1.C[Si](I)(C)C, predict the reaction product. The product is: [NH2:10][C:11]1([CH3:25])[CH2:16][CH2:15][N:14]([C:17]2[CH:22]=[CH:21][C:20]([C:23]#[N:24])=[CH:19][N:18]=2)[CH2:13][CH2:12]1. (3) The product is: [CH2:23]([O:22][C:20](=[O:21])[CH2:19][CH2:18][S:1][C:2]1[CH:3]=[C:4]([CH:8]=[CH:9][CH:10]=1)[C:5]([OH:7])=[O:6])[CH3:24]. Given the reactants [SH:1][C:2]1[CH:3]=[C:4]([CH:8]=[CH:9][CH:10]=1)[C:5]([OH:7])=[O:6].C(=O)([O-])[O-].[K+].[K+].Br[CH2:18][CH2:19][C:20]([O:22][CH2:23][CH3:24])=[O:21], predict the reaction product. (4) Given the reactants [O:1]1[CH2:6][CH2:5][CH2:4][CH2:3][CH:2]1[N:7]1[C:15]2[C:10](=[C:11]([C:23](O)([CH3:25])[CH3:24])[C:12]([O:16][CH:17]3[CH2:22][CH2:21][CH2:20][CH2:19][O:18]3)=[CH:13][CH:14]=2)[CH:9]=[N:8]1, predict the reaction product. The product is: [CH:23]([C:11]1[C:12]([O:16][CH:17]2[CH2:22][CH2:21][CH2:20][CH2:19][O:18]2)=[CH:13][CH:14]=[C:15]2[C:10]=1[CH:9]=[N:8][N:7]2[CH:2]1[CH2:3][CH2:4][CH2:5][CH2:6][O:1]1)([CH3:25])[CH3:24].[CH:23]([C:11]1[C:12]([OH:16])=[CH:13][CH:14]=[C:15]2[C:10]=1[CH:9]=[N:8][N:7]2[CH:2]1[CH2:3][CH2:4][CH2:5][CH2:6][O:1]1)([CH3:25])[CH3:24]. (5) Given the reactants C(OC([NH:8][C:9]([CH3:36])([CH2:29][C:30]1[CH:35]=[CH:34][CH:33]=[CH:32][CH:31]=1)[CH2:10][O:11][CH2:12][C:13]1[CH:14]=[C:15]([CH:19]=[C:20]([C:22]2([C:27]#[N:28])[CH2:26][CH2:25][CH2:24][CH2:23]2)[CH:21]=1)[C:16]([OH:18])=O)=O)(C)(C)C.[C:37]1([C@H:43]([NH2:45])[CH3:44])[CH:42]=[CH:41][CH:40]=[CH:39][CH:38]=1, predict the reaction product. The product is: [NH2:8][C:9]([CH3:36])([CH2:29][C:30]1[CH:35]=[CH:34][CH:33]=[CH:32][CH:31]=1)[CH2:10][O:11][CH2:12][C:13]1[CH:14]=[C:15]([CH:19]=[C:20]([C:22]2([C:27]#[N:28])[CH2:23][CH2:24][CH2:25][CH2:26]2)[CH:21]=1)[C:16]([NH:45][C@@H:43]([C:37]1[CH:42]=[CH:41][CH:40]=[CH:39][CH:38]=1)[CH3:44])=[O:18].